This data is from Cav3 T-type calcium channel HTS with 100,875 compounds. The task is: Binary Classification. Given a drug SMILES string, predict its activity (active/inactive) in a high-throughput screening assay against a specified biological target. (1) The drug is S(Cc1noc(c1C(O)=O)C(=O)NCCCC)c1cc(F)ccc1. The result is 0 (inactive). (2) The compound is O1CCN(CC1)c1nc2n(CCN2C)c(=O)n1. The result is 0 (inactive). (3) The drug is FC(F)(F)c1c(CN2CCN(CC2)C(=O)c2c(OC)cccc2OC)cccc1. The result is 0 (inactive). (4) The compound is O(c1cc(C(=O)Nc2ccc(NC(=O)C)cc2)ccc1)C. The result is 0 (inactive).